From a dataset of Experimentally validated miRNA-target interactions with 360,000+ pairs, plus equal number of negative samples. Binary Classification. Given a miRNA mature sequence and a target amino acid sequence, predict their likelihood of interaction. (1) The miRNA is hsa-miR-6070 with sequence CCGGUUCCAGUCCCUGGAG. The protein sequence of the target gene is MVKSSLQRILNSHCFAREKEGDKPSATIHASRTMPLLSLHSRGGSSSESSRVSLHCCSNPGPGPRWCSDAPHPPLKIPGGRGNSQRDHNLSANLFYSDDRLNVTEELTSNDKTRILNVQSRLTDAKRINWRTVLSGGSLYIEIPGGALPEGSKDSFAVLLEFAEEQLRADHVFICFHKNREDRAALLRTFSFLGFEIVRPGHPLVPKRPDACFMAYTFERESSGEEEE. Result: 1 (interaction). (2) The miRNA is hsa-miR-126-3p with sequence UCGUACCGUGAGUAAUAAUGCG. The protein sequence of the target gene is MVEADRPGKLFIGGLNTETNEKALEAVFGKYGRIVEVLLMKDRETNKSRGFAFVTFESPADAKDAARDMNGKSLDGKAIKVEQATKPSFESGRRGPPPPPRSRGPPRGLRGGRGGSGGTRGPPSRGGHMDDGGYSMNFNMSSSRGPLPVKRGPPPRSGGPPPKRSAPSGPVRSSSGMGGRAPVSRGRDSYGGPPRREPLPSRRDVYLSPRDDGYSTKDSYSSRDYPSSRDTRDYAPPPRDYTYRDYGHSSSRDDYPSRGYSDRDGYGRDRDYSDHPSGGSYRDSYESYGNSRSAPPTRGP.... Result: 1 (interaction). (3) The miRNA is hsa-let-7b-5p with sequence UGAGGUAGUAGGUUGUGUGGUU. The protein sequence of the target gene is MLSLRVPLAPITDPQQLQLSPLKGLSLVDKENTPPALSGTRVLASKTARRIFQEPTEPKTKAAAPGVEDEPLLRENPRRFVIFPIEYHDIWQMYKKAEASFWTAEEVDLSKDIQHWESLKPEERYFISHVLAFFAASDGIVNENLVERFSQEVQITEARCFYGFQIAMENIHSEMYSLLIDTYIKDPKEREFLFNAIETMPCVKKKADWALRWIGDKEATYGERVVAFAAVEGIFFSGSFASIFWLKKRGLMPGLTFSNELISRDEGLHCDFACLMFKHLVHKPSEERVREIIINAVRIE.... Result: 1 (interaction). (4) The miRNA is hsa-miR-4645-3p with sequence AGACAGUAGUUCUUGCCUGGUU. The protein sequence of the target gene is MPGWRLLTQVGAQVLGRLGDGLGAALGPGNRTHIWLFVRGLHGKSGTWWDEHLSEENVPFIKQLVSDEDKAQLASKLCPLKDEPWPIHPWEPGSFRVGLIALKLGMMPLWTKDGQKHVVTLLQVQDCHVLKYTSKENCNGKMATLSVGGKTVSRFRKATSILEFYRELGLPPKQTVKIFNITDNAAIKPGTPLYAAHFRPGQYVDVTAKTIGKGFQGVMKRWGFKGQPATHGQTKTHRRPGAVATGDIGRVWPGTKMPGKMGNIYRTEYGLKVWRINTKHNIIYVNGSVPGHKNCLVKVK.... Result: 0 (no interaction).